This data is from NCI-60 drug combinations with 297,098 pairs across 59 cell lines. The task is: Regression. Given two drug SMILES strings and cell line genomic features, predict the synergy score measuring deviation from expected non-interaction effect. Drug 2: CCC1(C2=C(COC1=O)C(=O)N3CC4=CC5=C(C=CC(=C5CN(C)C)O)N=C4C3=C2)O.Cl. Synergy scores: CSS=29.5, Synergy_ZIP=-2.27, Synergy_Bliss=-5.42, Synergy_Loewe=-50.9, Synergy_HSA=-4.15. Cell line: HOP-62. Drug 1: C1CN(P(=O)(OC1)NCCCl)CCCl.